From a dataset of Full USPTO retrosynthesis dataset with 1.9M reactions from patents (1976-2016). Predict the reactants needed to synthesize the given product. (1) Given the product [CH3:59][O:60][C:61](=[O:62])[C:63]1[CH:68]=[CH:67][CH:66]=[CH:65][C:64]=1[C:9]1[C:10]2[C:19](=[CH:18][C:17]3[C:12]([CH:11]=2)=[CH:13][CH:14]=[CH:15][CH:16]=3)[CH:2]=[C:3]2[C:8]=1[CH:7]=[CH:6][CH:5]=[CH:4]2, predict the reactants needed to synthesize it. The reactants are: Br[C:2]1[C:19]2[C:10](=[CH:11][C:12]3[C:17]([CH:18]=2)=[CH:16][CH:15]=[CH:14][CH:13]=3)[CH:9]=[C:8]2[C:3]=1[CH:4]=[CH:5][CH:6]=[CH:7]2.C1(P(C2C=CC=CC=2)C2C=CC=CC=2OC2C=CC=CC=2P(C2C=CC=CC=2)C2C=CC=CC=2)C=CC=CC=1.[CH3:59][O:60][C:61]([C:63]1[CH:68]=[CH:67][CH:66]=[CH:65][C:64]=1B(O)O)=[O:62].C(=O)([O-])[O-].[K+].[K+]. (2) Given the product [CH2:14]([O:16][C:17](=[O:31])[CH2:18][O:19][C:20]1[CH:25]=[CH:24][C:23]([S:26]([N:7]2[C:8]3[C:4](=[CH:3][C:2]([Br:1])=[CH:10][CH:9]=3)[C:5]([CH:11]([CH3:13])[CH3:12])=[CH:6]2)(=[O:27])=[O:28])=[CH:22][C:21]=1[CH3:30])[CH3:15], predict the reactants needed to synthesize it. The reactants are: [Br:1][C:2]1[CH:3]=[C:4]2[C:8](=[CH:9][CH:10]=1)[NH:7][CH:6]=[C:5]2[CH:11]([CH3:13])[CH3:12].[CH2:14]([O:16][C:17](=[O:31])[CH2:18][O:19][C:20]1[CH:25]=[CH:24][C:23]([S:26](Cl)(=[O:28])=[O:27])=[CH:22][C:21]=1[CH3:30])[CH3:15].C(=O)([O-])[O-].[K+].[K+]. (3) Given the product [Cl:15][C:16]1[CH:17]=[C:18]([CH2:19][N:6]2[CH2:7][CH2:8][CH:3]([CH2:2][NH2:1])[CH2:4][CH2:5]2)[CH:21]=[CH:22][C:23]=1[Cl:24], predict the reactants needed to synthesize it. The reactants are: [NH2:1][CH2:2][CH:3]1[CH2:8][CH2:7][NH:6][CH2:5][CH2:4]1.C(=O)([O-])[O-].[K+].[K+].[Cl:15][C:16]1[CH:17]=[C:18]([CH:21]=[CH:22][C:23]=1[Cl:24])[CH2:19]Cl. (4) Given the product [C:10]([O:9][C:7]([C:6]1[CH:14]=[C:15]([CH3:21])[C:16]([C:17]([OH:19])=[O:18])=[C:4]([NH:3][CH2:1][CH3:2])[C:5]=1[CH3:22])=[O:8])([CH3:13])([CH3:12])[CH3:11], predict the reactants needed to synthesize it. The reactants are: [CH2:1]([NH:3][C:4]1[C:5]([CH3:22])=[C:6]([CH:14]=[C:15]([CH3:21])[C:16]=1[C:17]([O:19]C)=[O:18])[C:7]([O:9][C:10]([CH3:13])([CH3:12])[CH3:11])=[O:8])[CH3:2].[OH-].[Li+].[OH-].[Na+].Cl. (5) The reactants are: C([Si](C)(C)[O:6][CH2:7][CH2:8][CH2:9][CH2:10][N:11]1[C:16](=[O:17])[C:15]([N+:18]([O-:20])=[O:19])=[C:14]([N:21]2[CH2:26][CH2:25][CH:24]([C:27]3[CH:32]=[CH:31][C:30]([F:33])=[CH:29][CH:28]=3)[CH2:23][CH2:22]2)[N:13]=[C:12]1[CH3:34])(C)(C)C.F. Given the product [F:33][C:30]1[CH:31]=[CH:32][C:27]([CH:24]2[CH2:25][CH2:26][N:21]([C:14]3[N:13]=[C:12]([CH3:34])[N:11]([CH2:10][CH2:9][CH2:8][CH2:7][OH:6])[C:16](=[O:17])[C:15]=3[N+:18]([O-:20])=[O:19])[CH2:22][CH2:23]2)=[CH:28][CH:29]=1, predict the reactants needed to synthesize it. (6) Given the product [Cl:1][C:2]1[CH:3]=[CH:4][C:5]([N:8]([C@H:12]2[C:21]3[C:16](=[CH:17][CH:18]=[CH:19][CH:20]=3)[N:15]([C:22](=[O:30])[C:23]3[CH:24]=[CH:25][C:26]([O:29][CH2:39][CH2:40][CH2:41][N:42]4[CH:46]=[CH:45][N:44]=[CH:43]4)=[CH:27][CH:28]=3)[C@@H:14]([CH3:31])[CH2:13]2)[C:9](=[O:11])[CH3:10])=[CH:6][CH:7]=1, predict the reactants needed to synthesize it. The reactants are: [Cl:1][C:2]1[CH:7]=[CH:6][C:5]([N:8]([C@H:12]2[C:21]3[C:16](=[CH:17][CH:18]=[CH:19][CH:20]=3)[N:15]([C:22](=[O:30])[C:23]3[CH:28]=[CH:27][C:26]([OH:29])=[CH:25][CH:24]=3)[C@@H:14]([CH3:31])[CH2:13]2)[C:9](=[O:11])[CH3:10])=[CH:4][CH:3]=1.C([O-])([O-])=O.[K+].[K+].Br[CH2:39][CH2:40][CH2:41][N:42]1[CH:46]=[CH:45][N:44]=[CH:43]1. (7) Given the product [OH:1][CH2:2][CH2:3][CH2:4][C:5]1[CH:6]=[CH:7][C:8]([N:11]2[CH2:12][CH2:13][N:14]([C:17]([O:19][C:20]([CH3:23])([CH3:22])[CH3:21])=[O:18])[CH2:15][CH2:16]2)=[CH:9][CH:10]=1, predict the reactants needed to synthesize it. The reactants are: [OH:1][CH2:2][C:3]#[C:4][C:5]1[CH:10]=[CH:9][C:8]([N:11]2[CH2:16][CH2:15][N:14]([C:17]([O:19][C:20]([CH3:23])([CH3:22])[CH3:21])=[O:18])[CH2:13][CH2:12]2)=[CH:7][CH:6]=1.CCOC(C)=O.